This data is from Full USPTO retrosynthesis dataset with 1.9M reactions from patents (1976-2016). The task is: Predict the reactants needed to synthesize the given product. (1) Given the product [F:1][C:2]1[CH:3]=[C:4]2[C:10]([C:11]3[N:12]=[N:13][C:14]4[C:19]([CH3:21])([CH3:20])[C:18](=[O:22])[NH:17][C:15]=4[N:16]=3)=[N:9][N:8]([CH2:31][CH2:32][C:33]([F:38])([F:37])[CH:34]([F:35])[F:36])[C:5]2=[N:6][CH:7]=1, predict the reactants needed to synthesize it. The reactants are: [F:1][C:2]1[CH:3]=[C:4]2[C:10]([C:11]3[N:12]=[N:13][C:14]4[C:19]([CH3:21])([CH3:20])[C:18](=[O:22])[N:17](COCC[Si](C)(C)C)[C:15]=4[N:16]=3)=[N:9][N:8]([CH2:31][CH2:32][C:33]([F:38])([F:37])[CH:34]([F:36])[F:35])[C:5]2=[N:6][CH:7]=1.FC(F)(F)C(O)=O. (2) Given the product [Br:1][C:2]1[CH:11]=[C:10]2[C:5]([C:6]([CH3:15])([CH3:16])[CH2:7][CH:8]=[C:9]2[CH:12]([CH3:13])[CH3:14])=[CH:4][C:3]=1[O:17][CH2:25][CH3:26], predict the reactants needed to synthesize it. The reactants are: [Br:1][C:2]1[CH:11]=[C:10]2[C:5]([C:6]([CH3:16])([CH3:15])[CH2:7][CH:8]=[C:9]2[CH:12]([CH3:14])[CH3:13])=[CH:4][C:3]=1[OH:17].C(=O)([O-])[O-].[K+].[K+].I[CH2:25][CH3:26].